This data is from Forward reaction prediction with 1.9M reactions from USPTO patents (1976-2016). The task is: Predict the product of the given reaction. (1) Given the reactants [CH3:1][S:2]([C:5]1[CH:19]=[C:18]([C:20]([F:23])([F:22])[F:21])[CH:17]=[CH:16][C:6]=1[NH:7][NH:8][C:9](=O)OC(C)(C)C)(=[O:4])=[O:3].[C:24]([OH:32])(=[O:31])/[C:25](=[C:27](\C=O)/[Br:28])/[Br:26], predict the reaction product. The product is: [Br:26]/[C:25](=[C:27](\[Br:28])/[CH:9]=[N:8]\[NH:7][C:6]1[CH:16]=[CH:17][C:18]([C:20]([F:21])([F:22])[F:23])=[CH:19][C:5]=1[S:2]([CH3:1])(=[O:3])=[O:4])/[C:24]([OH:32])=[O:31]. (2) Given the reactants [Cl:1][C:2]1[CH:3]=[C:4]([NH:23][S:24]([C:27]([F:30])([F:29])[F:28])(=[O:26])=[O:25])[CH:5]=[CH:6][C:7]=1[C:8]1[N:9]=[C:10]([C:13]2[CH:18]=[CH:17][N:16]=[C:15]([CH2:19][CH:20]([CH3:22])[CH3:21])[CH:14]=2)[S:11][CH:12]=1.Cl, predict the reaction product. The product is: [ClH:1].[Cl:1][C:2]1[CH:3]=[C:4]([NH:23][S:24]([C:27]([F:30])([F:28])[F:29])(=[O:26])=[O:25])[CH:5]=[CH:6][C:7]=1[C:8]1[N:9]=[C:10]([C:13]2[CH:18]=[CH:17][N:16]=[C:15]([CH2:19][CH:20]([CH3:22])[CH3:21])[CH:14]=2)[S:11][CH:12]=1. (3) Given the reactants Cl[C:2]1[CH:7]=[CH:6][CH:5]=[CH:4][N:3]=1.[CH3:8][C:9]1[CH:19]=[CH:18][C:12]([CH:13]([OH:17])[C:14]([OH:16])=[O:15])=[CH:11][CH:10]=1.CC([O-])(C)C.[K+].O, predict the reaction product. The product is: [CH3:8][C:9]1[CH:10]=[CH:11][C:12]([CH:13]([C:14]([OH:16])=[O:15])[O:17][C:2]2[CH:7]=[CH:6][CH:5]=[CH:4][N:3]=2)=[CH:18][CH:19]=1. (4) Given the reactants [NH2:1][C@H:2]1[CH2:7][CH2:6][C@H:5]([CH2:8][NH:9][C:10]2[C:15]([N+:16]([O-:18])=[O:17])=[CH:14][N:13]=[C:12]([NH:19][CH2:20][C:21]3[CH:26]=[CH:25][CH:24]=[CH:23][C:22]=3[O:27][C:28]([F:31])([F:30])[F:29])[N:11]=2)[CH2:4][CH2:3]1.[CH2:32]([N:34]=[C:35]=[O:36])[CH3:33], predict the reaction product. The product is: [CH2:32]([NH:34][C:35]([NH:1][C@H:2]1[CH2:3][CH2:4][C@H:5]([CH2:8][NH:9][C:10]2[C:15]([N+:16]([O-:18])=[O:17])=[CH:14][N:13]=[C:12]([NH:19][CH2:20][C:21]3[CH:26]=[CH:25][CH:24]=[CH:23][C:22]=3[O:27][C:28]([F:30])([F:31])[F:29])[N:11]=2)[CH2:6][CH2:7]1)=[O:36])[CH3:33]. (5) Given the reactants [Cl:1][C:2]1[CH:30]=[CH:29][C:5]2[N:6]([C:9]3[S:13][C:12]([C:14](N(OC)C)=[O:15])=[C:11]([O:20][CH2:21][C:22]4[CH:27]=[CH:26][CH:25]=[CH:24][C:23]=4[CH3:28])[CH:10]=3)[CH:7]=[N:8][C:4]=2[CH:3]=1.[CH3:31][Mg]Br, predict the reaction product. The product is: [Cl:1][C:2]1[CH:30]=[CH:29][C:5]2[N:6]([C:9]3[S:13][C:12]([C:14](=[O:15])[CH3:31])=[C:11]([O:20][CH2:21][C:22]4[CH:27]=[CH:26][CH:25]=[CH:24][C:23]=4[CH3:28])[CH:10]=3)[CH:7]=[N:8][C:4]=2[CH:3]=1. (6) Given the reactants [CH3:1][C:2]1([CH:5]=O)[CH2:4][CH2:3]1.[Cl:7][C:8]1[CH:13]=[C:12]([F:14])[CH:11]=[C:10]([Cl:15])[C:9]=1[CH:16]([O:19][Si:20]([CH2:25][CH3:26])([CH2:23][CH3:24])[CH2:21][CH3:22])[CH2:17][NH2:18].[BH4-].[Na+], predict the reaction product. The product is: [Cl:7][C:8]1[CH:13]=[C:12]([F:14])[CH:11]=[C:10]([Cl:15])[C:9]=1[CH:16]([O:19][Si:20]([CH2:21][CH3:22])([CH2:25][CH3:26])[CH2:23][CH3:24])[CH2:17][NH:18][CH2:5][C:2]1([CH3:1])[CH2:3][CH2:4]1. (7) Given the reactants [CH2:1]([O:3][C:4]([NH:6][C:7]1[CH:12]=[CH:11][C:10]([N:13]2[CH2:18][CH2:17][O:16][CH2:15][CH2:14]2)=[C:9]([F:19])[CH:8]=1)=[O:5])[CH3:2].C([C:24]1[CH:34]=[CH:33][CH:32]=[C:26]2[C:27]([NH:29][C:30](=[O:31])[C:25]=12)=[O:28])[C@@H]1OC1.[CH:35](N(CC)C(C)C)(C)C, predict the reaction product. The product is: [F:19][C:9]1[CH:8]=[C:7]([N:6]2[CH2:2][C@H:1]([CH2:35][N:29]3[C:30](=[O:31])[C:25]4=[CH:24][CH:34]=[CH:33][CH:32]=[C:26]4[C:27]3=[O:28])[O:3][C:4]2=[O:5])[CH:12]=[CH:11][C:10]=1[N:13]1[CH2:18][CH2:17][O:16][CH2:15][CH2:14]1.